From a dataset of Full USPTO retrosynthesis dataset with 1.9M reactions from patents (1976-2016). Predict the reactants needed to synthesize the given product. (1) The reactants are: Cl[C:2]1[CH:7]=[C:6]2[CH2:8][O:9][C:10]3[CH:41]=[C:40]4[C:13]([CH:14]=[CH:15][C:16]5[N:20]=[C:19]([C@@H:21]6[CH2:25][C@H:24]([O:26][CH2:27][CH3:28])[CH2:23][N:22]6[C:29](=[O:39])[C@@H:30]([NH:34][C:35](=[O:38])[O:36][CH3:37])[CH:31]([CH3:33])[CH3:32])[NH:18][C:17]=54)=[CH:12][C:11]=3[C:5]2=[CH:4][CH:3]=1.[CH3:42][C:43]1([CH3:59])[C:47]([CH3:49])([CH3:48])[O:46][B:45]([B:45]2[O:46][C:47]([CH3:49])([CH3:48])[C:43]([CH3:59])([CH3:42])[O:44]2)[O:44]1.C([O-])(=O)C.[K+].C1(P(C2CCCCC2)C2C=CC=CC=2C2C(C(C)C)=CC(C(C)C)=CC=2C(C)C)CCCCC1. Given the product [CH3:37][O:36][C:35](=[O:38])[NH:34][C@@H:30]([CH:31]([CH3:32])[CH3:33])[C:29]([N:22]1[CH2:23][C@@H:24]([O:26][CH2:27][CH3:28])[CH2:25][C@H:21]1[C:19]1[NH:18][C:17]2[C:40]3[C:13]([CH:14]=[CH:15][C:16]=2[N:20]=1)=[CH:12][C:11]1[C:5]2[C:6]([CH2:8][O:9][C:10]=1[CH:41]=3)=[CH:7][C:2]([B:45]1[O:46][C:47]([CH3:49])([CH3:48])[C:43]([CH3:59])([CH3:42])[O:44]1)=[CH:3][CH:4]=2)=[O:39], predict the reactants needed to synthesize it. (2) Given the product [F:43][C:34]1[CH:33]=[C:32]([CH:27]([NH:26][C:11]([N:6]2[CH2:7][C:8](=[O:10])[NH:9][C:4]3[CH:3]=[C:2]([CH3:1])[CH:24]=[N:23][C:5]2=3)=[O:13])[C:28]([OH:30])([CH3:31])[CH3:29])[CH:37]=[CH:36][C:35]=1[O:38][C:39]([F:42])([F:41])[F:40], predict the reactants needed to synthesize it. The reactants are: [CH3:1][C:2]1[CH:24]=[N:23][C:5]2[N:6]([C:11]([O:13]C3C=CC([N+]([O-])=O)=CC=3)=O)[CH2:7][C:8](=[O:10])[NH:9][C:4]=2[CH:3]=1.Cl.[NH2:26][CH:27]([C:32]1[CH:37]=[CH:36][C:35]([O:38][C:39]([F:42])([F:41])[F:40])=[C:34]([F:43])[CH:33]=1)[C:28]([CH3:31])([OH:30])[CH3:29].C(N(CC)CC)C.O. (3) Given the product [C:1]([O:5][C:6]([N:8]1[CH2:13][CH2:12][C:11]2[N:14]([CH2:19][C:20]3[CH:25]=[CH:24][C:23]([O:26][CH3:27])=[CH:22][CH:21]=3)[N:15]=[C:16]([CH:17]=[O:18])[C:10]=2[CH2:9]1)=[O:7])([CH3:4])([CH3:3])[CH3:2], predict the reactants needed to synthesize it. The reactants are: [C:1]([O:5][C:6]([N:8]1[CH2:13][CH2:12][C:11]2[N:14]([CH2:19][C:20]3[CH:25]=[CH:24][C:23]([O:26][CH3:27])=[CH:22][CH:21]=3)[N:15]=[C:16]([CH2:17][OH:18])[C:10]=2[CH2:9]1)=[O:7])([CH3:4])([CH3:3])[CH3:2]. (4) Given the product [CH3:15][C:10]1[C:9]([C:5]2[CH:4]=[C:3]([C:16]([C:18]3[CH:23]=[CH:22][CH:21]=[CH:20][N:19]=3)([C:24]3[CH:29]=[CH:28][CH:27]=[CH:26][N:25]=3)[OH:17])[C:2]3[N:1]=[CH:30][NH:8][C:7]=3[CH:6]=2)=[C:13]([CH3:14])[O:12][N:11]=1, predict the reactants needed to synthesize it. The reactants are: [NH2:1][C:2]1[C:7]([NH2:8])=[CH:6][C:5]([C:9]2[C:10]([CH3:15])=[N:11][O:12][C:13]=2[CH3:14])=[CH:4][C:3]=1[C:16]([C:24]1[CH:29]=[CH:28][CH:27]=[CH:26][N:25]=1)([C:18]1[CH:23]=[CH:22][CH:21]=[CH:20][N:19]=1)[OH:17].[CH:30](O)=O. (5) Given the product [CH3:1][C:2]1[CH:3]=[C:4]([CH2:9][CH2:10][C:11]([OH:13])=[O:12])[CH:5]=[CH:6][C:7]=1[CH3:8], predict the reactants needed to synthesize it. The reactants are: [CH3:1][C:2]1[CH:3]=[C:4]([CH:9]=[CH:10][C:11]([OH:13])=[O:12])[CH:5]=[CH:6][C:7]=1[CH3:8].C. (6) Given the product [CH2:11]([C:10]1[CH:9]=[C:8]([C:15]([N:17]2[CH2:22][CH2:21][CH2:20][CH2:19][CH2:18]2)=[O:16])[N:7]=[N:6][C:5]=1[C:3]([NH:24][NH2:25])=[O:2])[CH:12]([CH3:14])[CH3:13], predict the reactants needed to synthesize it. The reactants are: C[O:2][C:3]([C:5]1[N:6]=[N:7][C:8]([C:15]([N:17]2[CH2:22][CH2:21][CH2:20][CH2:19][CH2:18]2)=[O:16])=[CH:9][C:10]=1[CH2:11][CH:12]([CH3:14])[CH3:13])=O.O.[NH2:24][NH2:25].